From a dataset of NCI-60 drug combinations with 297,098 pairs across 59 cell lines. Regression. Given two drug SMILES strings and cell line genomic features, predict the synergy score measuring deviation from expected non-interaction effect. (1) Drug 1: CCCCCOC(=O)NC1=NC(=O)N(C=C1F)C2C(C(C(O2)C)O)O. Drug 2: CC12CCC3C(C1CCC2O)C(CC4=C3C=CC(=C4)O)CCCCCCCCCS(=O)CCCC(C(F)(F)F)(F)F. Cell line: UACC-257. Synergy scores: CSS=-0.939, Synergy_ZIP=2.37, Synergy_Bliss=2.56, Synergy_Loewe=1.10, Synergy_HSA=-1.47. (2) Drug 1: CCCCC(=O)OCC(=O)C1(CC(C2=C(C1)C(=C3C(=C2O)C(=O)C4=C(C3=O)C=CC=C4OC)O)OC5CC(C(C(O5)C)O)NC(=O)C(F)(F)F)O. Drug 2: CCC1(C2=C(COC1=O)C(=O)N3CC4=CC5=C(C=CC(=C5CN(C)C)O)N=C4C3=C2)O.Cl. Cell line: PC-3. Synergy scores: CSS=33.3, Synergy_ZIP=-7.10, Synergy_Bliss=-1.19, Synergy_Loewe=2.14, Synergy_HSA=3.46. (3) Drug 1: C(CC(=O)O)C(=O)CN.Cl. Drug 2: C1CN(CCN1C(=O)CCBr)C(=O)CCBr. Cell line: UACC62. Synergy scores: CSS=21.4, Synergy_ZIP=-9.63, Synergy_Bliss=-4.16, Synergy_Loewe=-12.8, Synergy_HSA=-3.00. (4) Drug 1: C1C(C(OC1N2C=C(C(=O)NC2=O)F)CO)O. Drug 2: C(CN)CNCCSP(=O)(O)O. Cell line: DU-145. Synergy scores: CSS=6.58, Synergy_ZIP=0.0424, Synergy_Bliss=6.10, Synergy_Loewe=-6.66, Synergy_HSA=0.591. (5) Drug 1: C(CC(=O)O)C(=O)CN.Cl. Drug 2: C1CCC(C(C1)N)N.C(=O)(C(=O)[O-])[O-].[Pt+4]. Cell line: KM12. Synergy scores: CSS=8.09, Synergy_ZIP=-0.713, Synergy_Bliss=2.28, Synergy_Loewe=-19.4, Synergy_HSA=1.96. (6) Drug 1: CC(C1=C(C=CC(=C1Cl)F)Cl)OC2=C(N=CC(=C2)C3=CN(N=C3)C4CCNCC4)N. Drug 2: CNC(=O)C1=NC=CC(=C1)OC2=CC=C(C=C2)NC(=O)NC3=CC(=C(C=C3)Cl)C(F)(F)F. Cell line: NCI/ADR-RES. Synergy scores: CSS=17.6, Synergy_ZIP=-7.55, Synergy_Bliss=-8.25, Synergy_Loewe=-9.23, Synergy_HSA=-9.73.